Dataset: Forward reaction prediction with 1.9M reactions from USPTO patents (1976-2016). Task: Predict the product of the given reaction. (1) Given the reactants [Cl:1][CH:2]([Cl:6])[C:3](Cl)=[O:4].Cl.[CH2:8]([O:15][NH2:16])[C:9]1[CH:14]=[CH:13][CH:12]=[CH:11][CH:10]=1, predict the reaction product. The product is: [Cl:1][CH:2]([Cl:6])[C:3]([NH:16][O:15][CH2:8][C:9]1[CH:14]=[CH:13][CH:12]=[CH:11][CH:10]=1)=[O:4]. (2) Given the reactants [C:1]([O-:4])([O-])=[O:2].[Na+].[Na+].S(O[C@:12]([C:22]1[CH:27]=[C:26]([Cl:28])[CH:25]=[CH:24][C:23]=1[NH2:29])([C:17]#[C:18][CH:19]1[CH2:21][CH2:20]1)[C:13]([F:16])([F:15])[F:14])(=O)(=O)C.CS([O-])(=O)=O.O=C(Cl)OC(Cl)(Cl)Cl, predict the reaction product. The product is: [CH2:20]1[CH:19]([C:18]#[C:17][C@:12]2([C:13]([F:15])([F:14])[F:16])[O:4][C:1](=[O:2])[NH:29][C:23]3[CH:24]=[CH:25][C:26]([Cl:28])=[CH:27][C:22]2=3)[CH2:21]1. (3) Given the reactants [C:1]([C:5]1[CH:9]=[C:8]([NH:10][C:11]([NH:13][C@@H:14]2[C:23]3[C:18](=[CH:19][CH:20]=[CH:21][CH:22]=3)[C@H:17]([O:24][C:25]3[CH:26]=[CH:27][C:28]4[N:29]([C:31]([N:34]5[CH2:39][CH2:38][CH2:37][CH2:36][C@@H:35]5[CH3:40])=[N:32][N:33]=4)[CH:30]=3)[CH2:16][CH2:15]2)=[O:12])[N:7]([C:41]2[CH:42]=[C:43]([CH:52]=[CH:53][CH:54]=2)[O:44][CH2:45][CH2:46][O:47]S(C)(=O)=O)[N:6]=1)([CH3:4])([CH3:3])[CH3:2].[CH3:55][N:56]1[CH2:61][CH2:60][NH:59][CH2:58][CH2:57]1.C1C[O:65]CC1, predict the reaction product. The product is: [CH:46]([OH:47])=[O:65].[C:1]([C:5]1[CH:9]=[C:8]([NH:10][C:11]([NH:13][C@@H:14]2[C:23]3[C:18](=[CH:19][CH:20]=[CH:21][CH:22]=3)[C@H:17]([O:24][C:25]3[CH:26]=[CH:27][C:28]4[N:29]([C:31]([N:34]5[CH2:39][CH2:38][CH2:37][CH2:36][C@@H:35]5[CH3:40])=[N:32][N:33]=4)[CH:30]=3)[CH2:16][CH2:15]2)=[O:12])[N:7]([C:41]2[CH:54]=[CH:53][CH:52]=[C:43]([O:44][CH2:45][CH2:46][N:59]3[CH2:60][CH2:61][N:56]([CH3:55])[CH2:57][CH2:58]3)[CH:42]=2)[N:6]=1)([CH3:2])([CH3:3])[CH3:4]. (4) Given the reactants [CH3:1][N:2]([CH3:17])[C:3]1[CH:8]=[CH:7][C:6]([NH:9][C:10]([C:12]2[CH:16]=[CH:15][NH:14][N:13]=2)=[O:11])=[CH:5][CH:4]=1.[CH3:18][C:19]1[CH:23]=[CH:22][S:21][C:20]=1[C:24](Cl)=[O:25], predict the reaction product. The product is: [CH3:1][N:2]([CH3:17])[C:3]1[CH:4]=[CH:5][C:6]([NH:9][C:10]([C:12]2[CH:16]=[CH:15][N:14]([C:24]([C:20]3[S:21][CH:22]=[CH:23][C:19]=3[CH3:18])=[O:25])[N:13]=2)=[O:11])=[CH:7][CH:8]=1. (5) Given the reactants [CH3:1][C:2]1([CH3:28])[C:11](=O)[C:10]([CH3:14])([CH3:13])[C:9]2[C:4](=[C:5]3[CH2:27][CH2:26][CH2:25][C:6]3=[C:7]([C:15]3[CH:24]=[CH:23][CH:22]=[C:21]4[C:16]=3[CH:17]=[CH:18][CH:19]=[N:20]4)[CH:8]=2)[NH:3]1.[CH3:29]C1C(C2C=C3C(=C4CCCC=24)NC(C)(C)C(=C)C3(C)C)=C(C)ON=1, predict the reaction product. The product is: [CH3:1][C:2]1([CH3:28])[C:11](=[CH2:29])[C:10]([CH3:14])([CH3:13])[C:9]2[C:4](=[C:5]3[CH2:27][CH2:26][CH2:25][C:6]3=[C:7]([C:15]3[CH:24]=[CH:23][CH:22]=[C:21]4[C:16]=3[CH:17]=[CH:18][CH:19]=[N:20]4)[CH:8]=2)[NH:3]1.